Dataset: Full USPTO retrosynthesis dataset with 1.9M reactions from patents (1976-2016). Task: Predict the reactants needed to synthesize the given product. (1) Given the product [C:47]([C:44]1[CH:45]=[CH:46][C:37]([NH:36][C:20]([CH:9]2[C@@H:8]([C:4]3[CH:5]=[CH:6][CH:7]=[C:2]([F:1])[CH:3]=3)[CH2:12][N:11]([C:13]([O:15][C:16]([CH3:17])([CH3:18])[CH3:19])=[O:14])[CH2:10]2)=[O:22])=[C:38]2[C:43]=1[N:42]=[CH:41][CH:40]=[CH:39]2)(=[O:48])[NH2:49], predict the reactants needed to synthesize it. The reactants are: [F:1][C:2]1[CH:3]=[C:4]([C@H:8]2[CH2:12][N:11]([C:13]([O:15][C:16]([CH3:19])([CH3:18])[CH3:17])=[O:14])[CH2:10][C@@H:9]2[C:20]([O-:22])=O)[CH:5]=[CH:6][CH:7]=1.ClCCCl.CCN(C(C)C)C(C)C.[NH2:36][C:37]1[CH:46]=[CH:45][C:44]([C:47]([NH2:49])=[O:48])=[C:43]2[C:38]=1[CH:39]=[CH:40][CH:41]=[N:42]2. (2) Given the product [CH2:4]([N:3]([CH2:1][CH3:2])[CH2:6][C:7]1[CH:12]=[CH:11][N:10]=[C:9]([F:13])[C:8]=1[CH2:14][NH2:15])[CH3:5], predict the reactants needed to synthesize it. The reactants are: [CH2:1]([N:3]([CH2:6][C:7]1[CH:12]=[CH:11][N:10]=[C:9]([F:13])[C:8]=1[CH:14]=[N:15]O)[CH2:4][CH3:5])[CH3:2].[OH-].[Na+]. (3) Given the product [I-:9].[CH3:8][N+:1]1[CH:6]=[CH:5][C:4]([CH3:7])=[CH:3][CH:2]=1, predict the reactants needed to synthesize it. The reactants are: [N:1]1[CH:6]=[CH:5][C:4]([CH3:7])=[CH:3][CH:2]=1.[CH3:8][I:9].